Task: Regression. Given two drug SMILES strings and cell line genomic features, predict the synergy score measuring deviation from expected non-interaction effect.. Dataset: NCI-60 drug combinations with 297,098 pairs across 59 cell lines (1) Drug 1: CC1OCC2C(O1)C(C(C(O2)OC3C4COC(=O)C4C(C5=CC6=C(C=C35)OCO6)C7=CC(=C(C(=C7)OC)O)OC)O)O. Drug 2: C1=CC(=CC=C1CC(C(=O)O)N)N(CCCl)CCCl.Cl. Cell line: EKVX. Synergy scores: CSS=41.7, Synergy_ZIP=14.0, Synergy_Bliss=14.7, Synergy_Loewe=10.0, Synergy_HSA=13.8. (2) Drug 1: C1=NC(=NC(=O)N1C2C(C(C(O2)CO)O)O)N. Drug 2: C1=NC2=C(N1)C(=S)N=CN2. Cell line: SF-268. Synergy scores: CSS=34.1, Synergy_ZIP=-6.60, Synergy_Bliss=-3.58, Synergy_Loewe=-8.46, Synergy_HSA=-0.874. (3) Drug 1: CCCCCOC(=O)NC1=NC(=O)N(C=C1F)C2C(C(C(O2)C)O)O. Drug 2: CC1CCC2CC(C(=CC=CC=CC(CC(C(=O)C(C(C(=CC(C(=O)CC(OC(=O)C3CCCCN3C(=O)C(=O)C1(O2)O)C(C)CC4CCC(C(C4)OC)OCCO)C)C)O)OC)C)C)C)OC. Cell line: PC-3. Synergy scores: CSS=2.98, Synergy_ZIP=0.925, Synergy_Bliss=2.87, Synergy_Loewe=-5.20, Synergy_HSA=-1.01. (4) Drug 1: CC(C1=C(C=CC(=C1Cl)F)Cl)OC2=C(N=CC(=C2)C3=CN(N=C3)C4CCNCC4)N. Drug 2: C1=NC(=NC(=O)N1C2C(C(C(O2)CO)O)O)N. Cell line: MDA-MB-435. Synergy scores: CSS=24.3, Synergy_ZIP=4.66, Synergy_Bliss=10.1, Synergy_Loewe=4.52, Synergy_HSA=5.33. (5) Drug 1: C1=CC=C(C(=C1)C(C2=CC=C(C=C2)Cl)C(Cl)Cl)Cl. Drug 2: CC1=C(C=C(C=C1)C(=O)NC2=CC(=CC(=C2)C(F)(F)F)N3C=C(N=C3)C)NC4=NC=CC(=N4)C5=CN=CC=C5. Cell line: CAKI-1. Synergy scores: CSS=-12.2, Synergy_ZIP=6.39, Synergy_Bliss=5.06, Synergy_Loewe=-3.59, Synergy_HSA=-3.20. (6) Drug 1: CN(CC1=CN=C2C(=N1)C(=NC(=N2)N)N)C3=CC=C(C=C3)C(=O)NC(CCC(=O)O)C(=O)O. Drug 2: C1CNP(=O)(OC1)N(CCCl)CCCl. Cell line: HS 578T. Synergy scores: CSS=13.2, Synergy_ZIP=-1.05, Synergy_Bliss=0.385, Synergy_Loewe=-42.8, Synergy_HSA=1.42. (7) Drug 2: CC1CCC2CC(C(=CC=CC=CC(CC(C(=O)C(C(C(=CC(C(=O)CC(OC(=O)C3CCCCN3C(=O)C(=O)C1(O2)O)C(C)CC4CCC(C(C4)OC)O)C)C)O)OC)C)C)C)OC. Synergy scores: CSS=19.3, Synergy_ZIP=-13.2, Synergy_Bliss=-14.6, Synergy_Loewe=-11.5, Synergy_HSA=-9.20. Cell line: HCT-15. Drug 1: C1=CC(=CC=C1CCCC(=O)O)N(CCCl)CCCl. (8) Drug 1: C1CC(=O)NC(=O)C1N2C(=O)C3=CC=CC=C3C2=O. Drug 2: C1CNP(=O)(OC1)N(CCCl)CCCl. Cell line: COLO 205. Synergy scores: CSS=1.93, Synergy_ZIP=-0.248, Synergy_Bliss=-1.04, Synergy_Loewe=-1.84, Synergy_HSA=-2.37.